This data is from Catalyst prediction with 721,799 reactions and 888 catalyst types from USPTO. The task is: Predict which catalyst facilitates the given reaction. (1) Reactant: [C:1]([C:3]1[CH:8]=[CH:7][N:6]=[C:5]([C:9]([NH:11][C:12]2[CH:13]=[C:14]3[C:18](=[CH:19][CH:20]=2)[N:17]([CH2:21][CH3:22])[CH:16]=[C:15]3[CH:23]2[CH2:28][CH2:27][N:26](C(OC(C)(C)C)=O)[CH2:25][CH2:24]2)=[O:10])[CH:4]=1)#[N:2].Cl.C([O-])(O)=O.[Na+]. Product: [C:1]([C:3]1[CH:8]=[CH:7][N:6]=[C:5]([C:9]([NH:11][C:12]2[CH:13]=[C:14]3[C:18](=[CH:19][CH:20]=2)[N:17]([CH2:21][CH3:22])[CH:16]=[C:15]3[CH:23]2[CH2:24][CH2:25][NH:26][CH2:27][CH2:28]2)=[O:10])[CH:4]=1)#[N:2]. The catalyst class is: 2. (2) The catalyst class is: 2. Reactant: [C:1]([O:5][C:6]([NH:8][CH2:9][CH2:10][C:11]([OH:13])=O)=[O:7])([CH3:4])([CH3:3])[CH3:2].CCN=C=NCCCN(C)C.Cl.[C:26]([NH2:30])([CH3:29])([CH3:28])[CH3:27].C(O)(=O)CC(CC(O)=O)(C(O)=O)O. Product: [C:1]([O:5][C:6](=[O:7])[NH:8][CH2:9][CH2:10][C:11](=[O:13])[NH:30][C:26]([CH3:29])([CH3:28])[CH3:27])([CH3:2])([CH3:3])[CH3:4]. (3) Reactant: [CH3:1][O:2][C:3]1[N:10]=[C:9]([CH3:11])[CH:8]=[C:7]([CH3:12])[C:4]=1[C:5]#[N:6].FC(F)(F)C(O)=O.[I:20]N1C(=O)CCC1=O.C(=O)([O-])[O-].[Na+].[Na+].[O-]S([O-])(=S)=O.[Na+].[Na+]. Product: [I:20][C:8]1[C:9]([CH3:11])=[N:10][C:3]([O:2][CH3:1])=[C:4]([C:7]=1[CH3:12])[C:5]#[N:6]. The catalyst class is: 2. (4) Reactant: O[C:2]1([C:8]2([OH:18])[CH2:17][CH2:16][C:11]3([O:15][CH2:14][CH2:13][O:12]3)[CH2:10][CH2:9]2)[CH2:7][CH2:6][CH2:5][CH2:4][CH2:3]1.I[CH3:20].[H-].[Na+].O.CN(C)[CH:26]=[O:27]. Product: [CH3:20][O:18][C:8]1([C:2]2([O:27][CH3:26])[CH2:7][CH2:6][CH2:5][CH2:4][CH2:3]2)[CH2:17][CH2:16][C:11]2([O:15][CH2:14][CH2:13][O:12]2)[CH2:10][CH2:9]1. The catalyst class is: 28. (5) Reactant: [O:1]1[CH2:6][CH2:5][O:4][C:3]2[CH:7]=[C:8]([CH2:11][C:12]3[CH:13]=[C:14]([C:20]4([O:31][CH3:32])[C@H:25]([OH:26])[C@@H:24]([OH:27])[C@H:23]([OH:28])[C@@H:22]([CH2:29][OH:30])[O:21]4)[CH:15]=[CH:16][C:17]=3[CH2:18][CH3:19])[CH:9]=[CH:10][C:2]1=2.N1C=CN=C1.[CH3:38][C:39]([Si:42](Cl)([CH3:44])[CH3:43])([CH3:41])[CH3:40].[Cl-].[NH4+]. Product: [Si:42]([O:30][CH2:29][C@H:22]1[O:21][C:20]([C:14]2[CH:15]=[CH:16][C:17]([CH2:18][CH3:19])=[C:12]([CH2:11][C:8]3[CH:9]=[CH:10][C:2]4[O:1][CH2:6][CH2:5][O:4][C:3]=4[CH:7]=3)[CH:13]=2)([O:31][CH3:32])[C@H:25]([OH:26])[C@@H:24]([OH:27])[C@@H:23]1[OH:28])([C:39]([CH3:41])([CH3:40])[CH3:38])([CH3:44])[CH3:43]. The catalyst class is: 154. (6) Reactant: [CH3:1][C:2]1([CH3:18])[C:11]2[C:6](=[CH:7][C:8]([N+:12]([O-])=O)=[CH:9][CH:10]=2)[N:5]([C:15](=[O:17])[CH3:16])[CH2:4][CH2:3]1. Product: [NH2:12][C:8]1[CH:7]=[C:6]2[C:11]([C:2]([CH3:18])([CH3:1])[CH2:3][CH2:4][N:5]2[C:15](=[O:17])[CH3:16])=[CH:10][CH:9]=1. The catalyst class is: 19. (7) Reactant: [NH:1]1[C:8]2[N:4]([N:5]=[CH:6][CH:7]=2)[CH2:3][CH2:2]1.[N+:9]([O-])([O-:11])=[O:10].[K+]. Product: [N+:9]([C:7]1[CH:6]=[N:5][N:4]2[CH2:3][CH2:2][NH:1][C:8]=12)([O-:11])=[O:10]. The catalyst class is: 65. (8) Reactant: [NH2:1][C:2]1[CH:3]=[CH:4][C:5]([CH3:9])=[C:6]([OH:8])[CH:7]=1.O.C(=O)([O-])O.[Na+].[Cl:16][C:17]1[C:25]([C:26]([F:29])([F:28])[F:27])=[CH:24][CH:23]=[CH:22][C:18]=1[C:19](Cl)=[O:20]. Product: [Cl:16][C:17]1[C:25]([C:26]([F:27])([F:28])[F:29])=[CH:24][CH:23]=[CH:22][C:18]=1[C:19]([NH:1][C:2]1[CH:3]=[CH:4][C:5]([CH3:9])=[C:6]([OH:8])[CH:7]=1)=[O:20]. The catalyst class is: 7. (9) Reactant: [CH3:1][Si:2]([CH3:30])([CH3:29])[C:3]1[CH:4]=[C:5]([CH:22]=[C:23]([Si:25]([CH3:28])([CH3:27])[CH3:26])[CH:24]=1)[C:6]([NH:8][C:9]1[N:14]=[CH:13][C:12](/[CH:15]=[CH:16]/[C:17]([O:19]CC)=[O:18])=[CH:11][CH:10]=1)=[O:7].[OH-].[Na+].Cl. Product: [CH3:30][Si:2]([CH3:1])([CH3:29])[C:3]1[CH:4]=[C:5]([CH:22]=[C:23]([Si:25]([CH3:28])([CH3:27])[CH3:26])[CH:24]=1)[C:6]([NH:8][C:9]1[N:14]=[CH:13][C:12](/[CH:15]=[CH:16]/[C:17]([OH:19])=[O:18])=[CH:11][CH:10]=1)=[O:7]. The catalyst class is: 8. (10) Reactant: [CH2:1]([N:4]([CH2:22][CH2:23][CH3:24])[C:5]([C:7]1[CH:8]=[C:9]([C:19](O)=[O:20])[CH:10]=[C:11]([C:13]2[CH:18]=[CH:17][CH:16]=[CH:15][CH:14]=2)[CH:12]=1)=[O:6])[CH2:2][CH3:3].FC(F)(F)C(O)=O.[NH2:32][C@@H:33]([CH2:47][C:48]1[CH:53]=[C:52]([F:54])[CH:51]=[C:50]([F:55])[CH:49]=1)[C@H:34]([OH:46])[CH2:35][NH:36][CH2:37][C:38]1[CH:43]=[CH:42][CH:41]=[C:40]([O:44][CH3:45])[CH:39]=1.C1C=CC2N(O)N=NC=2C=1.CN1CCOCC1.C(Cl)C[Cl:75]. Product: [ClH:75].[F:55][C:50]1[CH:49]=[C:48]([CH:53]=[C:52]([F:54])[CH:51]=1)[CH2:47][C@H:33]([NH:32][C:19]([C:9]1[CH:10]=[C:11]([C:13]2[CH:14]=[CH:15][CH:16]=[CH:17][CH:18]=2)[CH:12]=[C:7]([C:5]([N:4]([CH2:22][CH2:23][CH3:24])[CH2:1][CH2:2][CH3:3])=[O:6])[CH:8]=1)=[O:20])[C@H:34]([OH:46])[CH2:35][NH:36][CH2:37][C:38]1[CH:43]=[CH:42][CH:41]=[C:40]([O:44][CH3:45])[CH:39]=1. The catalyst class is: 306.